From a dataset of Reaction yield outcomes from USPTO patents with 853,638 reactions. Predict the reaction yield, written as a fraction of the theoretical maximum amount of product (1.0 means a 100% yield; for example, 0.34 means a 34% yield). (1) The reactants are C=O.F[C:4](F)(F)[C:5]([O-:7])=O.C[NH2+]C1C=CC=CC=1.[CH2:18]1[CH2:28][C:26](=O)C2[C:20](=[CH:21][CH:22]=[CH:23][CH:24]=2)[CH2:19]1.C(OCC)C. The catalyst is C1COCC1. The product is [CH2:24]=[C:23]1[CH2:22][CH2:21][C:20]2[C:4](=[CH:26][CH:28]=[CH:18][CH:19]=2)[C:5]1=[O:7]. The yield is 0.900. (2) The reactants are [OH:1][C:2]1[N:6]([CH3:7])[N:5]=[C:4]([C:8]([F:11])([F:10])[F:9])[CH:3]=1.[OH-].[Na+].[CH2:14]=O.[C:16]1([CH3:25])[CH:21]=[CH:20][C:19]([S:22]([O-:24])=[O:23])=[CH:18][CH:17]=1.[Na+].Cl. The catalyst is C1(C)C=CC=CC=1.O. The product is [OH:1][C:2]1[N:6]([CH3:7])[N:5]=[C:4]([C:8]([F:11])([F:10])[F:9])[C:3]=1[CH2:14][S:22]([C:19]1[CH:20]=[CH:21][C:16]([CH3:25])=[CH:17][CH:18]=1)(=[O:24])=[O:23]. The yield is 0.882.